From a dataset of Full USPTO retrosynthesis dataset with 1.9M reactions from patents (1976-2016). Predict the reactants needed to synthesize the given product. (1) Given the product [C:14]([NH:13][C:11]([C:10]1[C:4]2[C:5](=[N:6][CH:7]=[C:2]([NH:32][C:29]3[CH:30]=[CH:31][N:27]([CH3:26])[N:28]=3)[N:3]=2)[N:8]([CH2:18][O:19][CH2:20][CH2:21][Si:22]([CH3:25])([CH3:24])[CH3:23])[CH:9]=1)=[O:12])([CH3:17])([CH3:16])[CH3:15], predict the reactants needed to synthesize it. The reactants are: Br[C:2]1[N:3]=[C:4]2[C:10]([C:11]([NH:13][C:14]([CH3:17])([CH3:16])[CH3:15])=[O:12])=[CH:9][N:8]([CH2:18][O:19][CH2:20][CH2:21][Si:22]([CH3:25])([CH3:24])[CH3:23])[C:5]2=[N:6][CH:7]=1.[CH3:26][N:27]1[CH:31]=[CH:30][C:29]([NH2:32])=[N:28]1.CC(C)([O-])C.[Na+].CN(C=O)C. (2) Given the product [CH3:9][C@@H:8]1[CH2:7][CH2:6][CH2:5][N:4]([C:10]([C:12]2[CH:17]=[C:16]([CH3:18])[CH:15]=[CH:14][C:13]=2[C:19]2[CH:20]=[N:21][N:22]([CH3:24])[CH:23]=2)=[O:11])[C@@H:3]1[CH2:2][NH:1][C:26]1[CH:31]=[CH:30][CH:29]=[C:28]([CH3:32])[N:27]=1, predict the reactants needed to synthesize it. The reactants are: [NH2:1][CH2:2][C@@H:3]1[C@H:8]([CH3:9])[CH2:7][CH2:6][CH2:5][N:4]1[C:10]([C:12]1[CH:17]=[C:16]([CH3:18])[CH:15]=[CH:14][C:13]=1[C:19]1[CH:20]=[N:21][N:22]([CH3:24])[CH:23]=1)=[O:11].Br[C:26]1[CH:31]=[CH:30][CH:29]=[C:28]([CH3:32])[N:27]=1. (3) Given the product [F:37][C:17]([F:16])([F:36])[C:18]1[CH:19]=[C:20]([S:24]([N:27]2[CH2:31][C@@H:30]3[C@@H:32]([NH:35][C:13]([C@@H:9]4[CH2:39][C:40]5[C:45](=[CH:44][CH:43]=[CH:42][CH:41]=5)[CH2:12][N:8]4[C:6]([O:5][C:1]([CH3:4])([CH3:3])[CH3:2])=[O:7])=[O:14])[CH2:33][CH2:34][C@@H:29]3[CH2:28]2)(=[O:25])=[O:26])[CH:21]=[CH:22][CH:23]=1, predict the reactants needed to synthesize it. The reactants are: [C:1]([O:5][C:6]([N:8]1[CH2:12]CC[C@H:9]1[C:13](O)=[O:14])=[O:7])([CH3:4])([CH3:3])[CH3:2].[F:16][C:17]([F:37])([F:36])[C:18]1[CH:19]=[C:20]([S:24]([N:27]2[CH2:31][C@@H:30]3[C@@H:32]([NH2:35])[CH2:33][CH2:34][C@@H:29]3[CH2:28]2)(=[O:26])=[O:25])[CH:21]=[CH:22][CH:23]=1.F[C:39](F)(F)[C:40]1[CH:41]=[C:42](S(N2C[C@H]3[C@H](N)CC[C@H]3C2)(=O)=O)[CH:43]=[CH:44][CH:45]=1. (4) Given the product [C:30]([O:29][C:27]([NH:22][C@H:21]([CH2:25][CH2:24][C:23]([C:14]1[C:9]([F:8])=[N:10][C:11]([F:15])=[CH:12][CH:13]=1)=[O:26])[C:19]([O:18][CH2:17][CH3:16])=[O:20])=[O:28])([CH3:31])([CH3:33])[CH3:32], predict the reactants needed to synthesize it. The reactants are: C(NC(C)C)(C)C.[F:8][C:9]1[CH:14]=[CH:13][CH:12]=[C:11]([F:15])[N:10]=1.[CH3:16][CH2:17][O:18][C:19]([C@H:21]1[CH2:25][CH2:24][C:23](=[O:26])[N:22]1[C:27]([O:29][C:30]([CH3:33])([CH3:32])[CH3:31])=[O:28])=[O:20].O. (5) Given the product [C:2]([O-:3])(=[O:5])[CH3:7].[Ce+3:6].[C:7]([O-:8])(=[O:10])[CH3:11].[C:11]([O-:12])(=[O:14])[CH3:2], predict the reactants needed to synthesize it. The reactants are: O.[C:2](=[O:5])([O-])[O-:3].[Ce+3:6].[C:7](=[O:10])([O-])[O-:8].[C:11](=[O:14])([O-])[O-:12].[Ce+3]. (6) Given the product [F:19][C:2]([F:1])([F:18])[C:3]1[CH:4]=[C:5](/[CH:9]=[CH:10]/[C:11]2[S:12][C:13]([CH:16]=[O:17])=[CH:14][N:15]=2)[CH:6]=[CH:7][CH:8]=1, predict the reactants needed to synthesize it. The reactants are: [F:1][C:2]([F:19])([F:18])[C:3]1[CH:4]=[C:5](/[CH:9]=[CH:10]/[C:11]2[S:12][C:13]([CH2:16][OH:17])=[CH:14][N:15]=2)[CH:6]=[CH:7][CH:8]=1. (7) Given the product [CH2:6]([N:13]1[C:6](=[O:12])[CH:7]=[CH:8][C:9]([OH:11])=[N:14]1)[CH2:7][CH2:8][CH3:9], predict the reactants needed to synthesize it. The reactants are: S(=O)(=O)(O)O.[C:6]([NH:13][NH2:14])(=[O:12])/[CH:7]=[CH:8]\[C:9]([OH:11])=O. (8) The reactants are: [F:1][C:2]1[CH:7]=[CH:6][C:5]([N:8]2[C:16]3[C:11](=[CH:12][CH:13]=[C:14]([CH2:17][CH2:18][CH2:19][C:20]([OH:22])=O)[CH:15]=3)[CH:10]=[N:9]2)=[CH:4][CH:3]=1.C(Cl)(=O)C(Cl)=O.[Cl-].[Cl-].[Cl-].[Al+3]. Given the product [F:1][C:2]1[CH:7]=[CH:6][C:5]([N:8]2[C:16]3[C:11](=[CH:12][C:13]4[C:20](=[O:22])[CH2:19][CH2:18][CH2:17][C:14]=4[CH:15]=3)[CH:10]=[N:9]2)=[CH:4][CH:3]=1, predict the reactants needed to synthesize it. (9) Given the product [CH2:1]([O:8][C:9]1[CH:14]=[CH:13][N:12]=[CH:11][C:10]=1[C:28]1([OH:35])[C:29]2[C:34](=[CH:33][CH:32]=[CH:31][CH:30]=2)[N:26]([CH2:21][CH2:22][CH2:23][CH2:24][CH3:25])[C:27]1=[O:36])[C:2]1[CH:7]=[CH:6][CH:5]=[CH:4][CH:3]=1, predict the reactants needed to synthesize it. The reactants are: [CH2:1]([O:8][C:9]1[CH:14]=[CH:13][N:12]=[CH:11][C:10]=1Br)[C:2]1[CH:7]=[CH:6][CH:5]=[CH:4][CH:3]=1.C([Mg]Cl)(C)C.[CH2:21]([N:26]1[C:34]2[C:29](=[CH:30][CH:31]=[CH:32][CH:33]=2)[C:28](=[O:35])[C:27]1=[O:36])[CH2:22][CH2:23][CH2:24][CH3:25].